Predict the product of the given reaction. From a dataset of Forward reaction prediction with 1.9M reactions from USPTO patents (1976-2016). Given the reactants Cl.[CH3:2][O:3][NH2:4].C(N(CC)CC)C.[NH:12]1[C:20]2[C:15](=[CH:16][CH:17]=[CH:18][CH:19]=2)[C:14]([C:21]2[NH:22][C:23]3[C:24]([N:39]=2)=[CH:25][C:26]2[C:27]([CH3:38])([CH3:37])[C:28](=[O:36])[N:29]([CH2:32][C:33](O)=[O:34])[C:30]=2[CH:31]=3)=[N:13]1.Cl.CN(C)CCCN=C=NCC.O.OC1C2N=NNC=2C=CC=1, predict the reaction product. The product is: [NH:12]1[C:20]2[C:15](=[CH:16][CH:17]=[CH:18][CH:19]=2)[C:14]([C:21]2[NH:22][C:23]3[C:24]([N:39]=2)=[CH:25][C:26]2[C:27]([CH3:37])([CH3:38])[C:28](=[O:36])[N:29]([CH2:32][C:33]([NH:4][O:3][CH3:2])=[O:34])[C:30]=2[CH:31]=3)=[N:13]1.